The task is: Predict the reactants needed to synthesize the given product.. This data is from Full USPTO retrosynthesis dataset with 1.9M reactions from patents (1976-2016). (1) Given the product [C:29]1([CH3:28])[CH:30]=[CH:31][C:32]([S:35]([OH:38])(=[O:36])=[O:37])=[CH:33][CH:34]=1.[C:19]1([C:2]2[CH:3]=[CH:4][C:5]([O:8][C@@H:9]3[CH:16]4[CH2:17][N:12]5[CH2:13][CH:14]([CH2:18][CH:10]3[CH2:11]5)[CH2:15]4)=[N:6][CH:7]=2)[CH:24]=[CH:23][CH:22]=[CH:21][CH:20]=1, predict the reactants needed to synthesize it. The reactants are: Br[C:2]1[CH:3]=[CH:4][C:5]([O:8][C@@H:9]2[CH:16]3[CH2:17][N:12]4[CH2:13][CH:14]([CH2:18][CH:10]2[CH2:11]4)[CH2:15]3)=[N:6][CH:7]=1.[C:19]1(B(O)O)[CH:24]=[CH:23][CH:22]=[CH:21][CH:20]=1.[CH3:28][C:29]1[CH:30]=[CH:31][C:32]([S:35]([OH:38])(=[O:37])=[O:36])=[CH:33][CH:34]=1.N. (2) Given the product [C:1]([O:5][C:6](=[O:27])[N:7]([C:17]1[CH:22]=[C:21]([C:23]#[N:24])[C:20]([N:37]([CH2:36][CH2:35][NH:34][C:33]([O:32][C:28]([CH3:31])([CH3:30])[CH3:29])=[O:39])[CH3:38])=[CH:19][C:18]=1[Cl:26])[CH2:8][C:9]1[CH:14]=[CH:13][C:12]([O:15][CH3:16])=[CH:11][CH:10]=1)([CH3:4])([CH3:3])[CH3:2], predict the reactants needed to synthesize it. The reactants are: [C:1]([O:5][C:6](=[O:27])[N:7]([C:17]1[CH:22]=[C:21]([C:23]#[N:24])[C:20](Br)=[CH:19][C:18]=1[Cl:26])[CH2:8][C:9]1[CH:14]=[CH:13][C:12]([O:15][CH3:16])=[CH:11][CH:10]=1)([CH3:4])([CH3:3])[CH3:2].[C:28]([O:32][C:33](=[O:39])[NH:34][CH2:35][CH2:36][NH:37][CH3:38])([CH3:31])([CH3:30])[CH3:29].C1C=CC(P(C2C(C3C(P(C4C=CC=CC=4)C4C=CC=CC=4)=CC=C4C=3C=CC=C4)=C3C(C=CC=C3)=CC=2)C2C=CC=CC=2)=CC=1.C([O-])([O-])=O.[Cs+].[Cs+]. (3) Given the product [OH:4][CH2:3][C@@H:2]([NH:1][C:17]([NH:16][C:13]1[CH:14]=[CH:15][C:10]([O:9][CH3:8])=[CH:11][CH:12]=1)=[O:18])[CH2:5][CH2:6][CH3:7], predict the reactants needed to synthesize it. The reactants are: [NH2:1][C@@H:2]([CH2:5][CH2:6][CH3:7])[CH2:3][OH:4].[CH3:8][O:9][C:10]1[CH:15]=[CH:14][C:13]([N:16]=[C:17]=[O:18])=[CH:12][CH:11]=1.CO.